From a dataset of Reaction yield outcomes from USPTO patents with 853,638 reactions. Predict the reaction yield, written as a fraction of the theoretical maximum amount of product (1.0 means a 100% yield; for example, 0.34 means a 34% yield). (1) The yield is 0.560. The reactants are [C:1]([O:5][C:6]([N:8]1[CH2:13][CH2:12][N:11]([C:14]2[N:15]=[N:16][C:17]([C:27]([F:30])([F:29])[F:28])=[C:18]([C:20]3[CH:25]=[CH:24][C:23](Br)=[CH:22][CH:21]=3)[CH:19]=2)[CH2:10][CH2:9]1)=[O:7])([CH3:4])([CH3:3])[CH3:2].C(OC(N1CCN(C2N=NC(C(F)(F)F)=C([C:50]3[CH:55]=[CH:54][C:53]([F:56])=[CH:52][CH:51]=3)C=2)CC1)=O)(C)(C)C.FC1C=CC(B(O)O)=CC=1.P([O-])([O-])([O-])=O.[K+].[K+].[K+]. The product is [C:1]([O:5][C:6]([N:8]1[CH2:13][CH2:12][N:11]([C:14]2[N:15]=[N:16][C:17]([C:27]([F:30])([F:29])[F:28])=[C:18]([C:20]3[CH:25]=[CH:24][C:23]([C:50]4[CH:55]=[CH:54][C:53]([F:56])=[CH:52][CH:51]=4)=[CH:22][CH:21]=3)[CH:19]=2)[CH2:10][CH2:9]1)=[O:7])([CH3:4])([CH3:3])[CH3:2]. The catalyst is O1CCOCC1.ClCCl. (2) The reactants are [Cl:1][C:2]1[C:3]([Cl:46])=[CH:4][C:5]2[O:10][CH2:9][C:8](=[O:11])[N:7]([CH2:12][C:13]([N:15]([CH3:44])[CH:16]([C:24]3[CH:29]=[CH:28][C:27]([C:30]4[CH:35]=[CH:34][CH:33]=[C:32]([NH:36]C(=O)OC(C)(C)C)[CH:31]=4)=[CH:26][CH:25]=3)[CH2:17][N:18]3[CH2:23][CH2:22][O:21][CH2:20][CH2:19]3)=[O:14])[C:6]=2[CH:45]=1.FC(F)(F)C(O)=O. The catalyst is ClCCl. The product is [NH2:36][C:32]1[CH:31]=[C:30]([C:27]2[CH:28]=[CH:29][C:24]([CH:16]([N:15]([CH3:44])[C:13](=[O:14])[CH2:12][N:7]3[C:6]4[CH:45]=[C:2]([Cl:1])[C:3]([Cl:46])=[CH:4][C:5]=4[O:10][CH2:9][C:8]3=[O:11])[CH2:17][N:18]3[CH2:19][CH2:20][O:21][CH2:22][CH2:23]3)=[CH:25][CH:26]=2)[CH:35]=[CH:34][CH:33]=1. The yield is 0.500. (3) The reactants are [Cl:1][C:2]1[CH:9]=[CH:8][C:5]([CH:6]=[CH2:7])=[CH:4][CH:3]=1.[N+](=[CH:12][C:13]([O:15][CH2:16][CH3:17])=[O:14])=[N-]. The catalyst is C1(C)C=CC=CC=1. The product is [Cl:1][C:2]1[CH:9]=[CH:8][C:5]([CH:6]2[CH2:7][CH:12]2[C:13]([O:15][CH2:16][CH3:17])=[O:14])=[CH:4][CH:3]=1. The yield is 0.0900. (4) The reactants are [F:1][C:2]1[CH:3]=[C:4]([CH:22]=[CH:23][C:24]=1[C:25]([F:28])([F:27])[F:26])[CH2:5][C@H:6]1[CH2:11][C@H:10]([C:12]2[O:16][NH:15][C:14](=[O:17])[CH:13]=2)[CH2:9][CH2:8][N:7]1C(OC)=O.Br. No catalyst specified. The product is [F:1][C:2]1[CH:3]=[C:4]([CH:22]=[CH:23][C:24]=1[C:25]([F:27])([F:26])[F:28])[CH2:5][C@H:6]1[CH2:11][C@H:10]([C:12]2[O:16][NH:15][C:14](=[O:17])[CH:13]=2)[CH2:9][CH2:8][NH:7]1. The yield is 0.830. (5) The reactants are [Br:1][C:2]1[CH:3]=[CH:4][C:5]2[NH:6][C:7]3[C:12]([C:13]=2[CH:14]=1)=[CH:11][C:10]([Br:15])=[CH:9][CH:8]=3.C1(P(C2C=CC=CC=2)C2C=CC=CC=2)C=CC=CC=1.N([C:37]([O:39][CH2:40][CH3:41])=O)=N[C:37]([O:39][CH2:40][CH3:41])=O. The catalyst is C1COCC1. The product is [Br:15][C:10]1[CH:9]=[CH:8][C:7]2[N:6]([CH2:41][C@H:40]3[CH2:37][O:39]3)[C:5]3[C:13]([C:12]=2[CH:11]=1)=[CH:14][C:2]([Br:1])=[CH:3][CH:4]=3. The yield is 0.200. (6) The reactants are [C:1]([O:5][C:6]([N:8]1[CH2:19][CH2:18][C:11]2([CH2:14][CH:13]([C:15](O)=[O:16])[CH2:12]2)[CH2:10][CH2:9]1)=[O:7])([CH3:4])([CH3:3])[CH3:2].C[N:21](C(ON1N=NC2C=CC=NC1=2)=[N+](C)C)C.F[P-](F)(F)(F)(F)F.CCN(C(C)C)C(C)C.N.CO. The catalyst is ClCCl. The product is [C:15]([CH:13]1[CH2:14][C:11]2([CH2:18][CH2:19][N:8]([C:6]([O:5][C:1]([CH3:4])([CH3:3])[CH3:2])=[O:7])[CH2:9][CH2:10]2)[CH2:12]1)(=[O:16])[NH2:21]. The yield is 1.10.